The task is: Regression/Classification. Given a drug SMILES string, predict its toxicity properties. Task type varies by dataset: regression for continuous values (e.g., LD50, hERG inhibition percentage) or binary classification for toxic/non-toxic outcomes (e.g., AMES mutagenicity, cardiotoxicity, hepatotoxicity). Dataset: herg_karim.. This data is from hERG potassium channel inhibition data for cardiac toxicity prediction from Karim et al.. (1) The drug is c1ccc(-c2c[nH]c([C@H]3Cc4c([nH]c5ccccc45)[C@@H](C4CCOCC4)N3)n2)cc1. The result is 1 (blocker). (2) The molecule is O=C(CNC(=O)c1cccc(C(F)(F)F)c1)NC1CCN(CCC2CCN(C(=O)c3ccccc3Cl)CC2)C1. The result is 0 (non-blocker). (3) The compound is O=S(=O)(c1ccc(F)cc1)c1ccc(CCc2ccc(F)cc2)cn1. The result is 1 (blocker). (4) The drug is Cc1cc(-c2ccc3c(c2)CCN(CCCSc2nnc(-c4cccc(F)c4)n2C)CC3)no1. The result is 1 (blocker). (5) The molecule is CC(C)n1cnc2c(NCCCCCCNC(=O)OC(C)(C)C)nc(NCCO)nc21. The result is 0 (non-blocker).